From a dataset of Peptide-MHC class I binding affinity with 185,985 pairs from IEDB/IMGT. Regression. Given a peptide amino acid sequence and an MHC pseudo amino acid sequence, predict their binding affinity value. This is MHC class I binding data. (1) The peptide sequence is SLFSLLPGV. The MHC is HLA-A02:01 with pseudo-sequence HLA-A02:01. The binding affinity (normalized) is 1.00. (2) The peptide sequence is MIDSDEWVY. The MHC is HLA-A02:03 with pseudo-sequence HLA-A02:03. The binding affinity (normalized) is 0.0847. (3) The peptide sequence is GFELTSMKY. The MHC is HLA-A24:02 with pseudo-sequence HLA-A24:02. The binding affinity (normalized) is 0. (4) The binding affinity (normalized) is 0.409. The MHC is HLA-B45:06 with pseudo-sequence HLA-B45:06. The peptide sequence is SQAAFGLPI. (5) The peptide sequence is QLVFNSISA. The MHC is HLA-A68:02 with pseudo-sequence HLA-A68:02. The binding affinity (normalized) is 0.167. (6) The peptide sequence is RIRSERPAF. The MHC is HLA-B07:02 with pseudo-sequence HLA-B07:02. The binding affinity (normalized) is 0.936. (7) The peptide sequence is YCSNIKLQVV. The MHC is HLA-A02:03 with pseudo-sequence HLA-A02:03. The binding affinity (normalized) is 0.382.